Dataset: Peptide-MHC class I binding affinity with 185,985 pairs from IEDB/IMGT. Task: Regression. Given a peptide amino acid sequence and an MHC pseudo amino acid sequence, predict their binding affinity value. This is MHC class I binding data. (1) The peptide sequence is SPRTLNAWV. The MHC is HLA-A23:01 with pseudo-sequence HLA-A23:01. The binding affinity (normalized) is 0. (2) The peptide sequence is SRYWAIRTR. The MHC is HLA-A30:01 with pseudo-sequence HLA-A30:01. The binding affinity (normalized) is 0.0847. (3) The binding affinity (normalized) is 0.0847. The MHC is HLA-A80:01 with pseudo-sequence HLA-A80:01. The peptide sequence is ATRSHRPLI. (4) The peptide sequence is FQVNRFTGY. The MHC is HLA-B15:09 with pseudo-sequence HLA-B15:09. The binding affinity (normalized) is 0.0847. (5) The peptide sequence is ILMARYMSK. The MHC is HLA-A24:03 with pseudo-sequence HLA-A24:03. The binding affinity (normalized) is 0.0847. (6) The peptide sequence is MAAAAFPAL. The MHC is HLA-A68:23 with pseudo-sequence HLA-A68:23. The binding affinity (normalized) is 0.834. (7) The peptide sequence is AQIGVIGVF. The MHC is HLA-B27:05 with pseudo-sequence HLA-B27:05. The binding affinity (normalized) is 0.325. (8) The binding affinity (normalized) is 0. The peptide sequence is VVKYLSGGGI. The MHC is HLA-A02:01 with pseudo-sequence HLA-A02:01.